This data is from Forward reaction prediction with 1.9M reactions from USPTO patents (1976-2016). The task is: Predict the product of the given reaction. The product is: [Cl:3][C:4]1[C:5]([F:11])=[CH:6][C:7]([NH2:8])=[C:9]([I:1])[CH:10]=1. Given the reactants [I:1]Cl.[Cl:3][C:4]1[CH:10]=[CH:9][C:7]([NH2:8])=[CH:6][C:5]=1[F:11], predict the reaction product.